The task is: Predict the product of the given reaction.. This data is from Forward reaction prediction with 1.9M reactions from USPTO patents (1976-2016). (1) Given the reactants [Cl:1][C:2]1[CH:3]=[C:4]([CH:16]=[O:17])[S:5][C:6]=1[CH:7]([C:9]1[CH:14]=[CH:13][CH:12]=[C:11]([Cl:15])[CH:10]=1)[OH:8].[CH3:18][Si:19](Cl)([CH3:21])[CH3:20].N1C=CN=C1.[NH4+].[Cl-], predict the reaction product. The product is: [Cl:1][C:2]1[CH:3]=[C:4]([CH:16]=[O:17])[S:5][C:6]=1[CH:7]([C:9]1[CH:14]=[CH:13][CH:12]=[C:11]([Cl:15])[CH:10]=1)[O:8][Si:19]([CH3:21])([CH3:20])[CH3:18]. (2) Given the reactants [C:1]([CH2:3][C:4]([N:6]1[CH2:10][CH2:9][CH2:8][C@@H:7]1[CH2:11][N:12]1[C:16]2[CH:17]=[CH:18][C:19]([CH2:21][OH:22])=[CH:20][C:15]=2[N:14]=[C:13]1[NH:23][C:24]([C:26]1[S:27][C:28]([CH:31]([F:33])[F:32])=[CH:29][CH:30]=1)=[O:25])=[O:5])#[N:2].CC(OI1(OC(C)=O)(OC(C)=O)OC(=O)C2C=CC=CC1=2)=O, predict the reaction product. The product is: [C:1]([CH2:3][C:4]([N:6]1[CH2:10][CH2:9][CH2:8][C@@H:7]1[CH2:11][N:12]1[C:16]2[CH:17]=[CH:18][C:19]([CH:21]=[O:22])=[CH:20][C:15]=2[N:14]=[C:13]1[NH:23][C:24]([C:26]1[S:27][C:28]([CH:31]([F:32])[F:33])=[CH:29][CH:30]=1)=[O:25])=[O:5])#[N:2].